Dataset: Full USPTO retrosynthesis dataset with 1.9M reactions from patents (1976-2016). Task: Predict the reactants needed to synthesize the given product. (1) Given the product [Cl:1][C:2]1[CH:7]=[CH:6][C:5]2[N:4]([C:12]([CH:11]([F:15])[F:10])=[N:9][N:8]=2)[N:3]=1, predict the reactants needed to synthesize it. The reactants are: [Cl:1][C:2]1[N:3]=[N:4][C:5]([NH:8][NH2:9])=[CH:6][CH:7]=1.[F:10][CH:11]([F:15])[C:12](O)=O. (2) Given the product [NH2:1][C:4]1[CH:5]=[N:6][N:7]([C:9]2([CH2:13][OH:14])[CH2:12][CH2:11][CH2:10]2)[CH:8]=1, predict the reactants needed to synthesize it. The reactants are: [N+:1]([C:4]1[CH:5]=[N:6][N:7]([C:9]2([CH2:13][OH:14])[CH2:12][CH2:11][CH2:10]2)[CH:8]=1)([O-])=O. (3) Given the product [Br:1][C:2]1[NH:11][C:5]2[N:6]=[CH:7][N:8]=[C:9]([NH:12][C:13]3[C:22]([O:23][CH3:24])=[CH:21][C:16]4[NH:17][C:18](=[O:20])[S:19][C:15]=4[CH:14]=3)[C:4]=2[CH:3]=1, predict the reactants needed to synthesize it. The reactants are: [Br:1][C:2]1[NH:11][C:5]2[N:6]=[CH:7][N:8]=[C:9](Cl)[C:4]=2[CH:3]=1.[NH2:12][C:13]1[C:22]([O:23][CH3:24])=[CH:21][C:16]2[NH:17][C:18](=[O:20])[S:19][C:15]=2[CH:14]=1.